This data is from Forward reaction prediction with 1.9M reactions from USPTO patents (1976-2016). The task is: Predict the product of the given reaction. Given the reactants [NH:1]([C:8]1[O:9][C:10]2[CH:16]=[C:15]([CH2:17][C:18]([O:20]C)=[O:19])[CH:14]=[CH:13][C:11]=2[N:12]=1)[C:2]1[CH:7]=[CH:6][CH:5]=[CH:4][CH:3]=1.[OH-].[K+], predict the reaction product. The product is: [NH:1]([C:8]1[O:9][C:10]2[CH:16]=[C:15]([CH2:17][C:18]([OH:20])=[O:19])[CH:14]=[CH:13][C:11]=2[N:12]=1)[C:2]1[CH:3]=[CH:4][CH:5]=[CH:6][CH:7]=1.